The task is: Predict the product of the given reaction.. This data is from Forward reaction prediction with 1.9M reactions from USPTO patents (1976-2016). (1) Given the reactants [Cl:1][C:2]1[CH:3]=[C:4]([CH:8]=[CH:9][C:10]=1[C:11](=[O:26])[NH:12][C:13]1[CH:18]=[CH:17][C:16]([Cl:19])=[C:15]([C:20]2[CH:25]=[CH:24][CH:23]=[CH:22][N:21]=2)[CH:14]=1)[C:5]([OH:7])=O.Cl.[CH3:28][NH2:29], predict the reaction product. The product is: [Cl:1][C:2]1[CH:3]=[C:4]([C:5]([NH:29][CH3:28])=[O:7])[CH:8]=[CH:9][C:10]=1[C:11]([NH:12][C:13]1[CH:18]=[CH:17][C:16]([Cl:19])=[C:15]([C:20]2[CH:25]=[CH:24][CH:23]=[CH:22][N:21]=2)[CH:14]=1)=[O:26]. (2) Given the reactants [NH2:1][C:2]1[CH:7]=[CH:6][C:5]([O:8][CH3:9])=[CH:4][C:3]=1[OH:10].[O:11](C(OC(C)(C)C)=O)[C:12]([O:14][C:15]([CH3:18])([CH3:17])[CH3:16])=O, predict the reaction product. The product is: [C:15]([O:14][C:12](=[O:11])[NH:1][C:2]1[CH:7]=[CH:6][C:5]([O:8][CH3:9])=[CH:4][C:3]=1[OH:10])([CH3:18])([CH3:17])[CH3:16]. (3) Given the reactants C12(COC3C(Cl)=CC(C(O)=O)=C(F)C=3)CC3CC(CC(C3)C1)C2.[C:24]12([CH2:34][O:35][C:36]3[CH:44]=[CH:43][C:39]([C:40](O)=[O:41])=[CH:38][C:37]=3[C:45]([F:48])([F:47])[F:46])[CH2:33][CH:28]3[CH2:29][CH:30]([CH2:32][CH:26]([CH2:27]3)[CH2:25]1)[CH2:31]2.N1(S(N)(=O)=O)CCOCC1.[CH3:59][S:60]([NH2:63])(=[O:62])=[O:61], predict the reaction product. The product is: [C:24]12([CH2:34][O:35][C:36]3[CH:44]=[CH:43][C:39]([C:40]([NH:63][S:60]([CH3:59])(=[O:62])=[O:61])=[O:41])=[CH:38][C:37]=3[C:45]([F:48])([F:47])[F:46])[CH2:33][CH:28]3[CH2:29][CH:30]([CH2:32][CH:26]([CH2:27]3)[CH2:25]1)[CH2:31]2. (4) Given the reactants [Cl:1][C:2]1[CH:12]=[CH:11][C:5]2[CH2:6][CH2:7][NH:8][CH2:9][CH2:10][C:4]=2[C:3]=1[CH2:13][S:14][C:15]1[NH:16][CH:17]=[CH:18][N:19]=1.[P:20](=[O:24])([OH:23])([OH:22])[OH:21], predict the reaction product. The product is: [OH2:21].[P:20]([OH:24])([OH:23])([OH:22])=[O:21].[Cl:1][C:2]1[CH:12]=[CH:11][C:5]2[CH2:6][CH2:7][NH:8][CH2:9][CH2:10][C:4]=2[C:3]=1[CH2:13][S:14][C:15]1[NH:19][CH:18]=[CH:17][N:16]=1. (5) Given the reactants [CH3:1][O:2][C:3]1[C:8]2[N:9]=[C:10]([C:12]([CH:14]3[CH2:19][CH2:18][NH:17][CH2:16][CH2:15]3)=[O:13])[S:11][C:7]=2[CH:6]=[CH:5][CH:4]=1.Cl[CH2:21][C:22]([C:24]1[CH:33]=[CH:32][C:27]2[O:28][CH2:29][CH2:30][O:31][C:26]=2[CH:25]=1)=[O:23].CCN(C(C)C)C(C)C, predict the reaction product. The product is: [O:28]1[C:27]2[CH:32]=[CH:33][C:24]([C:22](=[O:23])[CH2:21][N:17]3[CH2:18][CH2:19][CH:14]([C:12]([C:10]4[S:11][C:7]5[CH:6]=[CH:5][CH:4]=[C:3]([O:2][CH3:1])[C:8]=5[N:9]=4)=[O:13])[CH2:15][CH2:16]3)=[CH:25][C:26]=2[O:31][CH2:30][CH2:29]1.